This data is from Peptide-MHC class I binding affinity with 185,985 pairs from IEDB/IMGT. The task is: Regression. Given a peptide amino acid sequence and an MHC pseudo amino acid sequence, predict their binding affinity value. This is MHC class I binding data. (1) The peptide sequence is ITLEDSSGNLL. The MHC is HLA-A02:02 with pseudo-sequence HLA-A02:02. The binding affinity (normalized) is 0.340. (2) The peptide sequence is NDTNYSGFM. The MHC is H-2-Kk with pseudo-sequence H-2-Kk. The binding affinity (normalized) is 0.599.